From a dataset of Catalyst prediction with 721,799 reactions and 888 catalyst types from USPTO. Predict which catalyst facilitates the given reaction. (1) Reactant: [C:1]1([S:7]([N:10]2[C:14]3=[N:15][CH:16]=[CH:17][CH:18]=[C:13]3[CH:12]=[C:11]2[C:19](=[O:24])[CH2:20][CH:21]([CH3:23])[CH3:22])(=[O:9])=[O:8])[CH:6]=[CH:5][CH:4]=[CH:3][CH:2]=1.C[Si]([N-][Si](C)(C)C)(C)C.[Li+].[C:35]1([CH3:55])[CH:40]=[CH:39][C:38]([S:41](O[S:41]([C:38]2[CH:39]=[CH:40][C:35]([CH3:55])=[CH:36][CH:37]=2)(=[O:43])=[O:42])(=[O:43])=[O:42])=[CH:37][CH:36]=1.O. Product: [C:1]1([S:7]([N:10]2[C:14]3=[N:15][CH:16]=[CH:17][CH:18]=[C:13]3[CH:12]=[C:11]2[C:19]([O:24][S:41]([C:38]2[CH:39]=[CH:40][C:35]([CH3:55])=[CH:36][CH:37]=2)(=[O:43])=[O:42])=[CH:20][CH:21]([CH3:22])[CH3:23])(=[O:8])=[O:9])[CH:2]=[CH:3][CH:4]=[CH:5][CH:6]=1. The catalyst class is: 7. (2) Reactant: [NH2:1][C:2]1[CH:7]=[CH:6][C:5]([N:8]2[C:14](=[O:15])[CH2:13][C:12](=[O:16])[NH:11][C:10]3[C:17]4[C:22]([CH:23]=[CH:24][C:9]2=3)=[CH:21][CH:20]=[CH:19][CH:18]=4)=[CH:4][CH:3]=1.[C:25]1([N:31]=[C:32]=[S:33])[CH:30]=[CH:29][CH:28]=[CH:27][CH:26]=1. Product: [O:16]=[C:12]1[NH:11][C:10]2[C:17]3[C:22]([CH:23]=[CH:24][C:9]=2[N:8]([C:5]2[CH:6]=[CH:7][C:2]([NH:1][C:32]([NH:31][C:25]4[CH:30]=[CH:29][CH:28]=[CH:27][CH:26]=4)=[S:33])=[CH:3][CH:4]=2)[C:14](=[O:15])[CH2:13]1)=[CH:21][CH:20]=[CH:19][CH:18]=3. The catalyst class is: 7. (3) Reactant: [F:1][C:2]1[CH:7]=[CH:6][C:5]([C:8]#[C:9][Si](CC)(CC)CC)=[CH:4][C:3]=1[C@:17]1([CH2:28][F:29])[CH2:22][C@@H:21]([C:23]([F:26])([F:25])[F:24])[O:20][C:19]([NH2:27])=[N:18]1.[F-].C([N+](CCCC)(CCCC)CCCC)CCC. Product: [C:8]([C:5]1[CH:6]=[CH:7][C:2]([F:1])=[C:3]([C@:17]2([CH2:28][F:29])[CH2:22][C@@H:21]([C:23]([F:24])([F:25])[F:26])[O:20][C:19]([NH2:27])=[N:18]2)[CH:4]=1)#[CH:9]. The catalyst class is: 1. (4) Reactant: C(OC(=O)[NH:7][CH:8]1[CH2:11][C:10]2([CH2:14][CH:13]([N:15]([CH2:40][CH3:41])[C:16]3[C:31]4[CH2:30][CH:29]=[CH:28][CH2:27][CH2:26][C:25]5[CH:32]=[C:33]([CH3:38])[N:34]=[C:35]([O:36]C)[C:24]=5[CH2:23][NH:22][C:21](=[O:39])[C:20]=4[CH:19]=[CH:18][CH:17]=3)[CH2:12]2)[CH2:9]1)(C)(C)C.Cl. Product: [NH2:7][CH:8]1[CH2:9][C:10]2([CH2:14][CH:13]([N:15]([CH2:40][CH3:41])[C:16]3[C:31]4[CH2:30][CH:29]=[CH:28][CH2:27][CH2:26][C:25]5[CH:32]=[C:33]([CH3:38])[NH:34][C:35](=[O:36])[C:24]=5[CH2:23][NH:22][C:21](=[O:39])[C:20]=4[CH:19]=[CH:18][CH:17]=3)[CH2:12]2)[CH2:11]1. The catalyst class is: 169. (5) Reactant: [CH3:1][O:2][CH2:3][CH2:4][O:5][C:6]([NH:8][NH:9][C:10]([O:12][CH2:13][CH2:14][O:15][CH3:16])=[O:11])=[O:7].Cl[O-].[Na+]. Product: [CH3:1][O:2][CH2:3][CH2:4][O:5][C:6]([N:8]=[N:9][C:10]([O:12][CH2:13][CH2:14][O:15][CH3:16])=[O:11])=[O:7]. The catalyst class is: 11. (6) The catalyst class is: 7. Product: [CH3:11][C:12]1([CH3:19])[O:16][C@H:15]([CH2:17][O:18][C:2]2[N:7]=[C:6]([NH2:8])[CH:5]=[N:4][CH:3]=2)[CH2:14][O:13]1. Reactant: Cl[C:2]1[N:7]=[C:6]([NH2:8])[CH:5]=[N:4][CH:3]=1.[H-].[Na+].[CH3:11][C:12]1([CH3:19])[O:16][C@H:15]([CH2:17][OH:18])[CH2:14][O:13]1. (7) Reactant: [Cl:1][C:2]1[CH:23]=[CH:22][C:5]2[CH2:6][C:7]([CH3:21])=[N:8][N:9]=[C:10]([C:11]3[CH:16]=[CH:15][C:14]([N+:17]([O-:19])=[O:18])=[C:13]([CH3:20])[CH:12]=3)[C:4]=2[CH:3]=1.Cl[C:25]([O:27][C:28]1[CH:33]=[CH:32][CH:31]=[CH:30][CH:29]=1)=[O:26].C(N(CC)CC)C. Product: [C:28]1([O:27][C:25]([N:8]2[C:7]([CH3:21])=[CH:6][C:5]3[CH:22]=[CH:23][C:2]([Cl:1])=[CH:3][C:4]=3[C:10]([C:11]3[CH:16]=[CH:15][C:14]([N+:17]([O-:19])=[O:18])=[C:13]([CH3:20])[CH:12]=3)=[N:9]2)=[O:26])[CH:33]=[CH:32][CH:31]=[CH:30][CH:29]=1. The catalyst class is: 244. (8) Reactant: [NH2:1][C:2]1[N:3]([C@H:19]([CH:25]2[CH2:30]CCC[CH2:26]2)[CH2:20][CH2:21][C:22](O)=[O:23])[CH2:4][C:5]2[CH:11]=[C:10]([O:12][C:13]3[CH:18]=[CH:17][CH:16]=[CH:15][CH:14]=3)[N:9]=[CH:8][C:6]=2[N:7]=1.C(Cl)(=O)C(Cl)=O.[CH2:37]([OH:44])[C:38]1[CH:43]=[CH:42][CH:41]=[CH:40][CH:39]=1. Product: [CH2:37]([O:44][C:22](=[O:23])[CH2:21][CH2:20][CH:19]([N:3]1[CH2:4][C:5]2[CH:11]=[C:10]([O:12][C:13]3[CH:14]=[CH:15][CH:16]=[CH:17][CH:18]=3)[N:9]=[CH:8][C:6]=2[N:7]=[C:2]1[NH2:1])[CH:25]([CH3:30])[CH3:26])[C:38]1[CH:43]=[CH:42][CH:41]=[CH:40][CH:39]=1. The catalyst class is: 2. (9) Reactant: [NH2:1][C:2]1[C:3]([O:14][CH3:15])=[C:4]([CH2:12][OH:13])[CH:5]=[C:6]([C:8]([CH3:11])([CH3:10])[CH3:9])[CH:7]=1.C(N(CC)C(C)C)(C)C.Cl[C:26]([O:28][CH2:29][C:30]([Cl:33])([Cl:32])[Cl:31])=[O:27].O. Product: [C:8]([C:6]1[CH:5]=[C:4]([CH2:12][OH:13])[C:3]([O:14][CH3:15])=[C:2]([NH:1][C:26](=[O:27])[O:28][CH2:29][C:30]([Cl:33])([Cl:32])[Cl:31])[CH:7]=1)([CH3:11])([CH3:9])[CH3:10]. The catalyst class is: 1. (10) Reactant: [CH2:1]([NH:3][C:4]([C:6]1[CH:11]=[CH:10][C:9]([N:12]2[C:16]([OH:17])=[C:15]([C:18]([O:20][CH3:21])=[O:19])[N:14]=[N:13]2)=[CH:8][CH:7]=1)=[O:5])[CH3:2].Br[CH2:23][CH2:24][CH2:25][C:26]1[CH:31]=[CH:30][CH:29]=[CH:28][CH:27]=1.C(=O)([O-])[O-].[K+].[K+]. Product: [CH2:1]([NH:3][C:4]([C:6]1[CH:7]=[CH:8][C:9]([N:12]2[C:16]([O:17][CH2:23][CH2:24][CH2:25][C:26]3[CH:31]=[CH:30][CH:29]=[CH:28][CH:27]=3)=[C:15]([C:18]([O:20][CH3:21])=[O:19])[N:14]=[N:13]2)=[CH:10][CH:11]=1)=[O:5])[CH3:2]. The catalyst class is: 3.